Dataset: Catalyst prediction with 721,799 reactions and 888 catalyst types from USPTO. Task: Predict which catalyst facilitates the given reaction. (1) Reactant: B(Cl)(Cl)Cl.C([O:12][N:13]1[C:19](=[O:20])[N:18]2[CH2:21][C@H:14]1[CH2:15][CH2:16][C@H:17]2[C:22]1[O:26][N:25]=[CH:24][N:23]=1)C1C=CC=CC=1. Product: [OH:12][N:13]1[C:19](=[O:20])[N:18]2[CH2:21][C@H:14]1[CH2:15][CH2:16][C@H:17]2[C:22]1[O:26][N:25]=[CH:24][N:23]=1. The catalyst class is: 2. (2) Reactant: F[C:2]1[C:3]([C:22]2[CH:27]=[CH:26][CH:25]=[CH:24][CH:23]=2)=[C:4]([CH3:21])[C:5]([C:19]#[N:20])=[C:6]2[C:10]=1[O:9][C:8](/[CH:11]=[CH:12]/[C:13]1[CH:18]=[CH:17][CH:16]=[CH:15][CH:14]=1)=[N:7]2.C(N(CC)CC)C.[CH3:35][N:36]([CH3:42])[C@H:37]1[CH2:41][CH2:40][NH:39][CH2:38]1.C(OCC)(=O)C. Product: [CH3:35][N:36]([CH3:42])[C@H:37]1[CH2:41][CH2:40][N:39]([C:2]2[C:3]([C:22]3[CH:27]=[CH:26][CH:25]=[CH:24][CH:23]=3)=[C:4]([CH3:21])[C:5]([C:19]#[N:20])=[C:6]3[C:10]=2[O:9][C:8](/[CH:11]=[CH:12]/[C:13]2[CH:18]=[CH:17][CH:16]=[CH:15][CH:14]=2)=[N:7]3)[CH2:38]1. The catalyst class is: 58.